Dataset: Peptide-MHC class I binding affinity with 185,985 pairs from IEDB/IMGT. Task: Regression. Given a peptide amino acid sequence and an MHC pseudo amino acid sequence, predict their binding affinity value. This is MHC class I binding data. (1) The peptide sequence is NNINVELSL. The MHC is Mamu-A07 with pseudo-sequence Mamu-A07. The binding affinity (normalized) is 0. (2) The peptide sequence is SADNHPKMI. The MHC is HLA-A02:03 with pseudo-sequence HLA-A02:03. The binding affinity (normalized) is 0.0129. (3) The peptide sequence is ITFPKTFGW. The MHC is Mamu-B17 with pseudo-sequence Mamu-B17. The binding affinity (normalized) is 0.564. (4) The peptide sequence is NMKEEMARHL. The MHC is HLA-A02:03 with pseudo-sequence HLA-A02:03. The binding affinity (normalized) is 0.394.